From a dataset of Catalyst prediction with 721,799 reactions and 888 catalyst types from USPTO. Predict which catalyst facilitates the given reaction. (1) Reactant: [C:1]1([CH3:22])[CH:6]=[C:5]([CH3:7])[CH:4]=[C:3]([CH3:8])[C:2]=1[NH:9][C:10](=O)[C:11]([NH:13][C:14]1[CH:19]=[CH:18][CH:17]=[CH:16][C:15]=1[OH:20])=O.B.[CH2:24]1COCC1.[ClH:29]. Product: [Cl-:29].[C:1]1([CH3:22])[CH:6]=[C:5]([CH3:7])[CH:4]=[C:3]([CH3:8])[C:2]=1[N+:9]1[CH2:10][CH2:11][N:13]([C:14]2[CH:19]=[CH:18][CH:17]=[CH:16][C:15]=2[OH:20])[CH:24]=1. The catalyst class is: 5. (2) The catalyst class is: 108. Reactant: Br[C:2]1[CH:7]=[CH:6][C:5]([S:8]([NH:11][C:12]2[CH:17]=[C:16]([N:18]3[CH2:23][C@H:22]([CH3:24])[NH:21][C@H:20]([CH3:25])[CH2:19]3)[CH:15]=[CH:14][C:13]=2[O:26][CH3:27])(=[O:10])=[O:9])=[C:4]([Cl:28])[CH:3]=1.[O:29]1[CH:33]=[CH:32][CH:31]=[C:30]1B(O)O.CC(C)([O-])C.[K+]. Product: [Cl:28][C:4]1[CH:3]=[C:2]([C:30]2[O:29][CH:33]=[CH:32][CH:31]=2)[CH:7]=[CH:6][C:5]=1[S:8]([NH:11][C:12]1[CH:17]=[C:16]([N:18]2[CH2:23][C@H:22]([CH3:24])[NH:21][C@H:20]([CH3:25])[CH2:19]2)[CH:15]=[CH:14][C:13]=1[O:26][CH3:27])(=[O:10])=[O:9]. (3) Reactant: P(F)(F)(F)(F)F.N1(OC(N(C)C)=[N+](C)C)C2N=CC=CC=2N=N1.[NH2:24][C:25]1[N:30]=[CH:29][C:28]([C:31]2[CH:32]=[N:33][N:34]([CH:36]([CH3:40])[C:37]([OH:39])=O)[CH:35]=2)=[CH:27][C:26]=1[O:41][CH:42]([C:44]1[C:49]([Cl:50])=[CH:48][CH:47]=[C:46]([F:51])[C:45]=1[Cl:52])[CH3:43].C(N(CC)CC)C.[CH3:60][N:61]([CH3:66])[CH2:62][CH2:63][CH2:64][NH2:65]. Product: [NH2:24][C:25]1[N:30]=[CH:29][C:28]([C:31]2[CH:32]=[N:33][N:34]([CH:36]([CH3:40])[C:37]([NH:65][CH2:64][CH2:63][CH2:62][N:61]([CH3:66])[CH3:60])=[O:39])[CH:35]=2)=[CH:27][C:26]=1[O:41][CH:42]([C:44]1[C:49]([Cl:50])=[CH:48][CH:47]=[C:46]([F:51])[C:45]=1[Cl:52])[CH3:43]. The catalyst class is: 3.